Dataset: Catalyst prediction with 721,799 reactions and 888 catalyst types from USPTO. Task: Predict which catalyst facilitates the given reaction. Reactant: [F:1][C:2]1[CH:7]=[C:6]([C:8]([F:11])([F:10])[F:9])[C:5]([C:12]2[CH:17]=[CH:16][N:15]=[C:14]([C:18](=[N:20][OH:21])[NH2:19])[CH:13]=2)=[CH:4][CH:3]=1.[C:22](N1C=CN=C1)(N1C=CN=C1)=[O:23].N12CCCN=C1CCCCC2.Cl. Product: [F:1][C:2]1[CH:7]=[C:6]([C:8]([F:9])([F:10])[F:11])[C:5]([C:12]2[CH:17]=[CH:16][N:15]=[C:14]([C:18]3[NH:20][O:21][C:22](=[O:23])[N:19]=3)[CH:13]=2)=[CH:4][CH:3]=1. The catalyst class is: 132.